Dataset: Forward reaction prediction with 1.9M reactions from USPTO patents (1976-2016). Task: Predict the product of the given reaction. (1) Given the reactants [CH:1]1([C:5](Cl)=[O:6])[CH2:4][CH2:3][CH2:2]1.[CH2:8]([OH:15])[C:9]1[CH:14]=[CH:13][CH:12]=[CH:11][CH:10]=1.C(N(CC)CC)C, predict the reaction product. The product is: [CH:1]1([C:5]([O:15][CH2:8][C:9]2[CH:14]=[CH:13][CH:12]=[CH:11][CH:10]=2)=[O:6])[CH2:4][CH2:3][CH2:2]1. (2) Given the reactants [H-].[Na+].[Cl:3][C:4]1[CH:12]=[C:11]2[C:7]([C:8]([CH2:13][CH:14]([CH3:16])[CH3:15])=[CH:9][NH:10]2)=[CH:6][CH:5]=1.Br[CH2:18][C:19]1[S:20][CH:21]=[C:22]([C:24]([O:26][CH2:27][CH3:28])=[O:25])[N:23]=1, predict the reaction product. The product is: [Cl:3][C:4]1[CH:12]=[C:11]2[C:7]([C:8]([CH2:13][CH:14]([CH3:16])[CH3:15])=[CH:9][N:10]2[CH2:18][C:19]2[S:20][CH:21]=[C:22]([C:24]([O:26][CH2:27][CH3:28])=[O:25])[N:23]=2)=[CH:6][CH:5]=1. (3) Given the reactants [OH:1][CH2:2][C:3]1[S:7][C:6]([CH:8]([C:18]([NH:20][C:21]2[CH:22]=[C:23]3[C:28](=[CH:29][CH:30]=2)[CH:27]=[N:26][CH:25]=[CH:24]3)=[O:19])[CH2:9][NH:10]C(=O)OC(C)(C)C)=[CH:5][CH:4]=1.[ClH:31].O1CCOCC1, predict the reaction product. The product is: [ClH:31].[ClH:31].[NH2:10][CH2:9][CH:8]([C:6]1[S:7][C:3]([CH2:2][OH:1])=[CH:4][CH:5]=1)[C:18]([NH:20][C:21]1[CH:22]=[C:23]2[C:28](=[CH:29][CH:30]=1)[CH:27]=[N:26][CH:25]=[CH:24]2)=[O:19]. (4) Given the reactants [NH2:1][C:2]1[CH:7]=[CH:6][C:5]([C:8]([P:12](=[O:15])([OH:14])[OH:13])([OH:11])[PH2:9]=[O:10])=[CH:4][CH:3]=1.C([Si](C)(C)[O:21][C:22]1[CH:23]=[C:24]([CH2:28][CH2:29][N:30]2[CH:38]=[N:37][C:36]3[C:31]2=[N:32][C:33]([F:40])=[N:34][C:35]=3Cl)[CH:25]=[CH:26][CH:27]=1)(C)(C)C.C(N(CC)C(C)C)(C)C, predict the reaction product. The product is: [F:40][C:33]1[N:32]=[C:31]2[C:36]([N:37]=[CH:38][N:30]2[CH2:29][CH2:28][C:24]2[CH:25]=[CH:26][CH:27]=[C:22]([OH:21])[CH:23]=2)=[C:35]([NH:1][C:2]2[CH:3]=[CH:4][C:5]([C:8]([P:12](=[O:13])([OH:14])[OH:15])([OH:11])[PH2:9]=[O:10])=[CH:6][CH:7]=2)[N:34]=1. (5) Given the reactants [NH2:1][C:2]1[CH:7]=[CH:6][C:5]([C:8]2[N:9]=[CH:10][N:11]([CH2:13][C:14]3[CH:15]=[CH:16][C:17]4[S:22][C:21]5[N:23]=[CH:24][CH:25]=[N:26][C:20]=5[N:19]([CH2:27][O:28][CH3:29])[C:18]=4[CH:30]=3)[CH:12]=2)=[CH:4][CH:3]=1.[O:31]=[C:32]1[NH:36][CH:35]2[CH2:37][S:38][CH:39]([CH2:40][CH2:41][CH2:42][CH2:43][C:44](O)=[O:45])[CH:34]2[NH:33]1, predict the reaction product. The product is: [CH3:29][O:28][CH2:27][N:19]1[C:18]2[CH:30]=[C:14]([CH2:13][N:11]3[CH:12]=[C:8]([C:5]4[CH:6]=[CH:7][C:2]([NH:1][C:44](=[O:45])[CH2:43][CH2:42][CH2:41][CH2:40][CH:39]5[CH:34]6[CH:35]([NH:36][C:32](=[O:31])[NH:33]6)[CH2:37][S:38]5)=[CH:3][CH:4]=4)[N:9]=[CH:10]3)[CH:15]=[CH:16][C:17]=2[S:22][C:21]2[N:23]=[CH:24][CH:25]=[N:26][C:20]1=2. (6) Given the reactants [C:1]1([C:7]2[NH:8][CH:9]=[C:10]([CH:12]=[O:13])[N:11]=2)[CH:6]=[CH:5][CH:4]=[CH:3][CH:2]=1.[H-].[Na+].[S:16]1[C:20]2[CH:21]=[CH:22][CH:23]=[CH:24][C:19]=2[CH:18]=[C:17]1[S:25](Cl)(=[O:27])=[O:26].O, predict the reaction product. The product is: [S:16]1[C:20]2[CH:21]=[CH:22][CH:23]=[CH:24][C:19]=2[CH:18]=[C:17]1[S:25]([N:8]1[CH:9]=[C:10]([CH:12]=[O:13])[N:11]=[C:7]1[C:1]1[CH:2]=[CH:3][CH:4]=[CH:5][CH:6]=1)(=[O:27])=[O:26]. (7) The product is: [CH3:31][N:5]([CH2:6][CH2:7][CH2:8][N:9]1[C:13]([C:14]2[CH:19]=[CH:18][CH:17]=[CH:16][N:15]=2)=[CH:12][C:11]([C:20](=[O:22])[N:25]([O:26][CH3:27])[CH3:24])=[N:10]1)[C:3](=[O:4])[OH:2]. Given the reactants C[O:2][C:3]([NH:5][CH2:6][CH2:7][CH2:8][N:9]1[C:13]([C:14]2[CH:19]=[CH:18][CH:17]=[CH:16][N:15]=2)=[CH:12][C:11]([C:20]([OH:22])=O)=[N:10]1)=[O:4].Cl.[CH3:24][NH:25][O:26][CH3:27].P(Cl)(OC1C=CC=CC=1)(O[C:31]1C=CC=CC=1)=O.C(N(C(C)C)CC)(C)C, predict the reaction product. (8) Given the reactants [CH3:1][C:2]1([CH3:17])[CH2:11][C:10](=[O:12])[C:9]2[C:4](=[CH:5][CH:6]=[C:7]([C:13]([O:15][CH3:16])=[O:14])[CH:8]=2)[O:3]1.[CH2:18]1COCC1.C[Si]([N-][Si](C)(C)C)(C)C.[Li+].C1COCC1.CI, predict the reaction product. The product is: [CH3:1][C:2]1([CH3:17])[CH:11]([CH3:18])[C:10](=[O:12])[C:9]2[C:4](=[CH:5][CH:6]=[C:7]([C:13]([O:15][CH3:16])=[O:14])[CH:8]=2)[O:3]1. (9) Given the reactants [F:1][C:2]([F:17])([F:16])[CH2:3][C:4]1[CH:9]=[CH:8][CH:7]=[C:6]([CH2:10][C:11]([F:14])([F:13])[F:12])[N+:5]=1[O-:15].[N+:18]([O-])([OH:20])=[O:19].[OH-].[Na+], predict the reaction product. The product is: [N+:18]([C:8]1[CH:7]=[C:6]([CH2:10][C:11]([F:14])([F:12])[F:13])[N+:5]([O-:15])=[C:4]([CH2:3][C:2]([F:1])([F:16])[F:17])[CH:9]=1)([O-:20])=[O:19].